From a dataset of Full USPTO retrosynthesis dataset with 1.9M reactions from patents (1976-2016). Predict the reactants needed to synthesize the given product. (1) Given the product [CH3:37][C@@H:38]1[CH2:42][CH2:41][CH2:40][N:39]1[CH2:23][CH2:22][C:17]1[CH:18]=[C:19]2[C:14](=[CH:15][CH:16]=1)[CH:13]=[C:12]([C:7]1[CH:8]=[N:9][CH:10]=[CH:11][N:6]=1)[CH:21]=[CH:20]2, predict the reactants needed to synthesize it. The reactants are: CS(Cl)(=O)=O.[N:6]1[CH:11]=[CH:10][N:9]=[CH:8][C:7]=1[C:12]1[CH:13]=[C:14]2[C:19](=[CH:20][CH:21]=1)[CH:18]=[C:17]([CH2:22][CH2:23]O)[CH:16]=[CH:15]2.C(N(CC)CC)C.S([O-])(=O)(=O)C.[CH3:37][C@@H:38]1[CH2:42][CH2:41][CH2:40][NH:39]1.C(=O)([O-])[O-].[Cs+].[Cs+].Cl. (2) Given the product [F:23][C:22]1[CH:21]=[CH:20][C:17]([CH2:18][NH:19][C@H:6]([CH3:5])[CH2:8][O:9][CH3:10])=[CH:16][C:15]=1[C@:6]12[CH2:8][O:9][C@@H:10]([C:12]3[CH:13]=[N:24][N:27]([CH3:25])[CH:14]=3)[CH2:11][C@H:5]1[CH2:4][S:3][C:2]([NH2:1])=[N:7]2, predict the reactants needed to synthesize it. The reactants are: [NH2:1][C:2]1[S:3][CH2:4][C@@H:5]2[CH2:11][C@H:10]([CH:12]3[CH2:14][CH2:13]3)[O:9][CH2:8][C@:6]2([C:15]2[CH:16]=[C:17]([CH:20]=[CH:21][C:22]=2[F:23])[C:18]#[N:19])[N:7]=1.[NH3:24].[C:25](#[N:27])C. (3) Given the product [C:1]([NH:5][S:6]([CH2:9][C:20]([C:19]1[CH:24]=[CH:25][C:16]([F:15])=[CH:17][CH:18]=1)=[O:21])(=[O:8])=[O:7])([CH3:4])([CH3:3])[CH3:2], predict the reactants needed to synthesize it. The reactants are: [C:1]([NH:5][S:6]([CH3:9])(=[O:8])=[O:7])([CH3:4])([CH3:3])[CH3:2].C([Li])CCC.[F:15][C:16]1[CH:25]=[CH:24][C:19]([C:20](OC)=[O:21])=[CH:18][CH:17]=1.C(O)(=O)C. (4) Given the product [Cl:1][C:2]1[C:3]([C:26]2[C:34]3[C:29](=[CH:30][CH:31]=[CH:32][CH:33]=3)[N:28]([S:35]([C:38]3[CH:43]=[CH:42][CH:41]=[CH:40][CH:39]=3)(=[O:37])=[O:36])[CH:27]=2)=[N:4][C:5]([NH:8][C@@H:9]2[CH2:14][CH2:13][CH2:12][C@H:11]([N:15]([CH2:16][C:17]3[CH:22]=[CH:21][C:20]([N+:23]([O-:25])=[O:24])=[CH:19][CH:18]=3)[C:58](=[O:59])[O:57][C:54]([CH3:56])([CH3:55])[CH3:53])[CH2:10]2)=[N:6][CH:7]=1, predict the reactants needed to synthesize it. The reactants are: [Cl:1][C:2]1[C:3]([C:26]2[C:34]3[C:29](=[CH:30][CH:31]=[CH:32][CH:33]=3)[N:28]([S:35]([C:38]3[CH:43]=[CH:42][CH:41]=[CH:40][CH:39]=3)(=[O:37])=[O:36])[CH:27]=2)=[N:4][C:5]([NH:8][C@@H:9]2[CH2:14][CH2:13][CH2:12][C@H:11]([NH:15][CH2:16][C:17]3[CH:22]=[CH:21][C:20]([N+:23]([O-:25])=[O:24])=[CH:19][CH:18]=3)[CH2:10]2)=[N:6][CH:7]=1.CCN(C(C)C)C(C)C.[CH3:53][C:54]([O:57][C:58](O[C:58]([O:57][C:54]([CH3:56])([CH3:55])[CH3:53])=[O:59])=[O:59])([CH3:56])[CH3:55]. (5) Given the product [OH:8][C:9]1[CH:18]=[C:17]([NH:19][C:20](=[O:51])[CH2:21][CH:22]([C:41]2[CH:50]=[CH:49][C:48]3[C:43](=[CH:44][CH:45]=[CH:46][CH:47]=3)[CH:42]=2)[CH2:23][NH:24][S:25]([C:28]2[CH:29]=[CH:30][C:31]([O:34][C:35]3[CH:40]=[CH:39][CH:38]=[CH:37][CH:36]=3)=[CH:32][CH:33]=2)(=[O:27])=[O:26])[CH:16]=[CH:15][C:10]=1[C:11]([O:13][CH3:14])=[O:12], predict the reactants needed to synthesize it. The reactants are: C([O:8][C:9]1[CH:18]=[C:17]([NH:19][C:20](=[O:51])[CH2:21][CH:22]([C:41]2[CH:50]=[CH:49][C:48]3[C:43](=[CH:44][CH:45]=[CH:46][CH:47]=3)[CH:42]=2)[CH2:23][NH:24][S:25]([C:28]2[CH:33]=[CH:32][C:31]([O:34][C:35]3[CH:40]=[CH:39][CH:38]=[CH:37][CH:36]=3)=[CH:30][CH:29]=2)(=[O:27])=[O:26])[CH:16]=[CH:15][C:10]=1[C:11]([O:13][CH3:14])=[O:12])C1C=CC=CC=1.C([O-])=O.[NH4+]. (6) Given the product [C:6]([O:10][C:11](=[O:26])[N:12]([C:21]1[S:22][C:23]([Sn:31]([CH2:32][CH2:33][CH2:34][CH3:35])([CH2:36][CH2:37][CH2:38][CH3:39])[CH2:27][CH2:28][CH2:29][CH3:30])=[CH:24][N:25]=1)[CH2:13][O:14][CH2:15][CH2:16][Si:17]([CH3:18])([CH3:19])[CH3:20])([CH3:9])([CH3:7])[CH3:8], predict the reactants needed to synthesize it. The reactants are: C([Li])CCC.[C:6]([O:10][C:11](=[O:26])[N:12]([C:21]1[S:22][CH:23]=[CH:24][N:25]=1)[CH2:13][O:14][CH2:15][CH2:16][Si:17]([CH3:20])([CH3:19])[CH3:18])([CH3:9])([CH3:8])[CH3:7].[CH2:27]([Sn:31](Cl)([CH2:36][CH2:37][CH2:38][CH3:39])[CH2:32][CH2:33][CH2:34][CH3:35])[CH2:28][CH2:29][CH3:30].[Cl-].[NH4+].C([Sn](CCCC)(CCCC)CCCC)CCC. (7) Given the product [CH3:8][N:7]([CH2:9][CH2:10][CH:11]=[O:12])[C:6](=[O:13])[O:5][C:1]([CH3:4])([CH3:2])[CH3:3], predict the reactants needed to synthesize it. The reactants are: [C:1]([O:5][C:6](=[O:13])[N:7]([CH2:9][CH2:10][CH2:11][OH:12])[CH3:8])([CH3:4])([CH3:3])[CH3:2].C(=O)(O)[O-].[Na+].CC(OI1(OC(C)=O)(OC(C)=O)OC(=O)C2C=CC=CC1=2)=O.